Dataset: Reaction yield outcomes from USPTO patents with 853,638 reactions. Task: Predict the reaction yield, written as a fraction of the theoretical maximum amount of product (1.0 means a 100% yield; for example, 0.34 means a 34% yield). (1) The reactants are [Cl:1][C:2]1[CH:3]=[C:4]([N:17]([C:22]2[C:40]([CH:41]3[CH2:43][CH2:42]3)=[CH:39][C:25]3[C:26]([C:36]([OH:38])=[O:37])=[C:27]([C:29]4[CH:34]=[CH:33][C:32]([Cl:35])=[CH:31][CH:30]=4)[O:28][C:24]=3[CH:23]=2)[S:18]([CH3:21])(=[O:20])=[O:19])[CH:5]=[CH:6][C:7]=1[B:8]1[O:12]C(C)(C)C(C)(C)[O:9]1.I([O-])(=O)(=O)=O.[Na+].Cl.O. The catalyst is C1COCC1.CCOC(C)=O. The product is [B:8]([C:7]1[CH:6]=[CH:5][C:4]([N:17]([C:22]2[C:40]([CH:41]3[CH2:42][CH2:43]3)=[CH:39][C:25]3[C:26]([C:36]([OH:38])=[O:37])=[C:27]([C:29]4[CH:30]=[CH:31][C:32]([Cl:35])=[CH:33][CH:34]=4)[O:28][C:24]=3[CH:23]=2)[S:18]([CH3:21])(=[O:20])=[O:19])=[CH:3][C:2]=1[Cl:1])([OH:9])[OH:12]. The yield is 0.240. (2) The catalyst is CN(C=O)C.CCOC(C)=O. The yield is 0.460. The product is [Br:32][C:33]1[S:34][C:35]([C:38]([NH:30][C:28]2[S:29][C:25]([C:22]3[CH:21]=[CH:20][C:19]([CH3:31])=[CH:24][CH:23]=3)=[CH:26][N:27]=2)=[O:39])=[CH:36][N:37]=1. The reactants are [I-].ClC1C=CC=C[N+]=1C.CCN(C(C)C)C(C)C.[C:19]1([CH3:31])[CH:24]=[CH:23][C:22]([C:25]2[S:29][C:28]([NH2:30])=[N:27][CH:26]=2)=[CH:21][CH:20]=1.[Br:32][C:33]1[S:34][C:35]([C:38](O)=[O:39])=[CH:36][N:37]=1. (3) The reactants are [NH2:1][CH2:2][CH2:3][CH2:4][NH:5][C:6]([C:8]1[S:12][C:11]([C:13]([NH:15][CH:16]([C:21]2[CH:26]=[CH:25][CH:24]=[CH:23][CH:22]=2)[CH2:17][C:18]([OH:20])=[O:19])=[O:14])=[CH:10][CH:9]=1)=[O:7].CC[N:29]([CH:33](C)C)C(C)C.C[N:37](C=O)C. No catalyst specified. The product is [NH:1]([CH2:2][CH2:3][CH2:4][NH:5][C:6]([C:8]1[S:12][C:11]([C:13]([NH:15][CH:16]([C:21]2[CH:22]=[CH:23][CH:24]=[CH:25][CH:26]=2)[CH2:17][C:18]([OH:20])=[O:19])=[O:14])=[CH:10][CH:9]=1)=[O:7])[C:33]([NH2:29])=[NH:37]. The yield is 0.500. (4) The reactants are C(N(C(C)C)CC)(C)C.[NH2:10][C:11]1[CH:26]=[CH:25][C:24]([Cl:27])=[CH:23][C:12]=1[C:13]([NH:15][CH2:16][CH:17]1[CH2:22][CH2:21][CH2:20][CH2:19][CH2:18]1)=[O:14].[F:28][C:29]1[C:37]([Cl:38])=[CH:36][CH:35]=[CH:34][C:30]=1[C:31](Cl)=[O:32]. No catalyst specified. The product is [Cl:38][C:37]1[C:29]([F:28])=[C:30]([CH:34]=[CH:35][CH:36]=1)[C:31]([NH:10][C:11]1[CH:26]=[CH:25][C:24]([Cl:27])=[CH:23][C:12]=1[C:13]([NH:15][CH2:16][CH:17]1[CH2:22][CH2:21][CH2:20][CH2:19][CH2:18]1)=[O:14])=[O:32]. The yield is 0.180. (5) The reactants are Br[C:2]1[C:7]([NH2:8])=[CH:6][CH:5]=[C:4]([CH3:9])[N:3]=1.[CH2:10]([N:14]1[N:18]=[C:17]2[CH:19]=[CH:20][CH:21]=[CH:22][C:16]2=[N:15]1)[CH2:11][C:12]#[CH:13]. No catalyst specified. The product is [N:15]1[N:14]([CH2:10][CH2:11][C:12]#[C:13][C:2]2[C:7]([NH2:8])=[CH:6][CH:5]=[C:4]([CH3:9])[N:3]=2)[N:18]=[C:17]2[CH:19]=[CH:20][CH:21]=[CH:22][C:16]=12. The yield is 0.450. (6) The reactants are [CH3:1][O:2][C:3]1[CH:4]=[C:5]([C@:11]([CH:19]([CH3:21])[CH3:20])([CH2:14][CH2:15][CH2:16][NH:17][CH3:18])[C:12]#[N:13])[CH:6]=[CH:7][C:8]=1[O:9][CH3:10].[ClH:22].O1CCOCC1. The catalyst is O1CCOCC1.CCCCCC.C(OCC)C. The product is [ClH:22].[CH3:1][O:2][C:3]1[CH:4]=[C:5]([C@:11]([CH:19]([CH3:21])[CH3:20])([CH2:14][CH2:15][CH2:16][NH:17][CH3:18])[C:12]#[N:13])[CH:6]=[CH:7][C:8]=1[O:9][CH3:10]. The yield is 0.870.